Dataset: Catalyst prediction with 721,799 reactions and 888 catalyst types from USPTO. Task: Predict which catalyst facilitates the given reaction. (1) Reactant: [OH:1][C:2]([CH3:7])([CH3:6])[C:3](O)=[O:4].ON1C2C=CC=CC=2N=N1.CN1CCOCC1.[NH2:25][CH2:26][C:27]1[N:28]=[CH:29][C:30]([CH2:33][N:34]2[C:39]([CH3:40])=[CH:38][C:37]([O:41][CH2:42][C:43]3[CH:48]=[CH:47][C:46]([F:49])=[CH:45][C:44]=3[F:50])=[C:36]([Br:51])[C:35]2=[O:52])=[N:31][CH:32]=1.C(N=C=NCCCN(C)C)C. Product: [Br:51][C:36]1[C:35](=[O:52])[N:34]([CH2:33][C:30]2[N:31]=[CH:32][C:27]([CH2:26][NH:25][C:3](=[O:4])[C:2]([OH:1])([CH3:7])[CH3:6])=[N:28][CH:29]=2)[C:39]([CH3:40])=[CH:38][C:37]=1[O:41][CH2:42][C:43]1[CH:48]=[CH:47][C:46]([F:49])=[CH:45][C:44]=1[F:50]. The catalyst class is: 9. (2) Reactant: [CH3:1][C:2]1[C:6]2[CH:7]=[CH:8][C:9]([C:11]([F:14])([F:13])[F:12])=[CH:10][C:5]=2[O:4][C:3]=1[CH:15]([CH2:22][CH2:23][CH2:24][CH3:25])[CH2:16][C:17](OCC)=[O:18].[H-].C([Al+]CC(C)C)C(C)C.O. Product: [CH3:1][C:2]1[C:6]2[CH:7]=[CH:8][C:9]([C:11]([F:14])([F:12])[F:13])=[CH:10][C:5]=2[O:4][C:3]=1[CH:15]([CH2:22][CH2:23][CH2:24][CH3:25])[CH2:16][CH2:17][OH:18]. The catalyst class is: 182. (3) Reactant: [OH:1][C@@H:2]([C:4]1[N:15]([C@H:16]2[CH2:21][CH2:20][CH2:19][N:18](C(OC(C)(C)C)=O)[CH2:17]2)[C:7]2=[C:8]3[S:14][CH:13]=[CH:12][C:9]3=[N:10][CH:11]=[C:6]2[N:5]=1)[CH3:3].[ClH:29].O1CCOCC1. Product: [ClH:29].[NH:18]1[CH2:19][CH2:20][CH2:21][C@H:16]([N:15]2[C:7]3=[C:8]4[S:14][CH:13]=[CH:12][C:9]4=[N:10][CH:11]=[C:6]3[N:5]=[C:4]2[C@H:2]([OH:1])[CH3:3])[CH2:17]1. The catalyst class is: 2.